Dataset: Catalyst prediction with 721,799 reactions and 888 catalyst types from USPTO. Task: Predict which catalyst facilitates the given reaction. (1) Reactant: [Cl:1][C:2]1[CH:3]=[CH:4][CH:5]=[C:6]2[C:11]=1[C:10]([CH:12]=[O:13])=[N:9][C:8]([C@@H:14]([NH:16][C:17](=[O:33])[O:18][CH2:19][CH:20]1[C:32]3[CH:31]=[CH:30][CH:29]=[CH:28][C:27]=3[C:26]3[C:21]1=[CH:22][CH:23]=[CH:24][CH:25]=3)[CH3:15])=[CH:7]2.[OH:34]OS([O-])=O.[K+].O. Product: [CH:22]1[C:21]2[CH:20]([CH2:19][O:18][C:17]([NH:16][C@H:14]([C:8]3[N:9]=[C:10]([C:12]([OH:34])=[O:13])[C:11]4[C:6]([CH:7]=3)=[CH:5][CH:4]=[CH:3][C:2]=4[Cl:1])[CH3:15])=[O:33])[C:32]3[C:27](=[CH:28][CH:29]=[CH:30][CH:31]=3)[C:26]=2[CH:25]=[CH:24][CH:23]=1. The catalyst class is: 3. (2) Reactant: [C:1]12([CH2:11][CH2:12][O:13][C:14]3[CH:19]=[CH:18][C:17]([CH2:20][CH2:21][NH:22]C(=O)OC(C)(C)C)=[CH:16][CH:15]=3)[CH2:10][CH:5]3[CH2:6][CH:7]([CH2:9][CH:3]([CH2:4]3)[CH2:2]1)[CH2:8]2. Product: [C:1]12([CH2:11][CH2:12][O:13][C:14]3[CH:19]=[CH:18][C:17]([CH2:20][CH2:21][NH2:22])=[CH:16][CH:15]=3)[CH2:10][CH:5]3[CH2:6][CH:7]([CH2:9][CH:3]([CH2:4]3)[CH2:2]1)[CH2:8]2. The catalyst class is: 209. (3) Reactant: [OH:1][C:2]1[C:7]([C@@H:8]2[CH2:13][CH2:12][N:11]([CH3:14])[CH2:10][C@H:9]2[OH:15])=[C:6]([O:16][CH3:17])[CH:5]=[C:4]([O:18][CH3:19])[C:3]=1[C:20](=[O:22])[CH3:21].[Cl:23][C:24]1[CH:33]=[CH:32][CH:31]=[CH:30][C:25]=1[C:26](OC)=O.[H-].[Na+]. Product: [Cl:23][C:24]1[CH:33]=[CH:32][CH:31]=[CH:30][C:25]=1[C:26]1[O:1][C:2]2[C:3]([C:20](=[O:22])[CH:21]=1)=[C:4]([O:18][CH3:19])[CH:5]=[C:6]([O:16][CH3:17])[C:7]=2[C@@H:8]1[CH2:13][CH2:12][N:11]([CH3:14])[CH2:10][C@H:9]1[OH:15]. The catalyst class is: 3. (4) Reactant: [NH2:1][C:2]1[C:3]([SH:12])=[N:4][CH:5]=[C:6]([C:8]([F:11])([F:10])[F:9])[CH:7]=1.[Cl:13][C:14]1[C:15]([C:20](O)=[O:21])=[N:16][CH:17]=[CH:18][CH:19]=1.CCN=C=NCCCN(C)C.Cl.C1C=CC2N(O)N=NC=2C=1. Product: [SH:12][C:3]1[C:2]([NH:1][C:20]([C:15]2[C:14]([Cl:13])=[CH:19][CH:18]=[CH:17][N:16]=2)=[O:21])=[CH:7][C:6]([C:8]([F:9])([F:11])[F:10])=[CH:5][N:4]=1. The catalyst class is: 803. (5) Reactant: [Cl:1][C:2]1[CH:7]=[C:6]([NH:8][C:9]2[C:14]([C:15]#[C:16][Si](C)(C)C)=[CH:13][N:12]=[CH:11][N:10]=2)[C:5](=[O:21])[N:4]2[C:22]3([CH2:30][CH2:29][CH2:28][CH2:27][CH2:26]3)[NH:23][C:24](=[O:25])[C:3]=12.C(=O)([O-])[O-].[K+].[K+]. Product: [Cl:1][C:2]1[CH:7]=[C:6]([NH:8][C:9]2[C:14]([C:15]#[CH:16])=[CH:13][N:12]=[CH:11][N:10]=2)[C:5](=[O:21])[N:4]2[C:22]3([CH2:30][CH2:29][CH2:28][CH2:27][CH2:26]3)[NH:23][C:24](=[O:25])[C:3]=12. The catalyst class is: 5. (6) Reactant: [F:1][C:2]([F:15])([F:14])[CH:3]([C:10]([F:13])([F:12])[F:11])[C@@H:4]([C:6]([O:8][CH3:9])=[O:7])[NH2:5].N1C=CC=CC=1.[Br:22][C:23]1[CH:24]=[C:25]([S:29](Cl)(=[O:31])=[O:30])[S:26][C:27]=1[Cl:28].CCOC(C)=O.CCCCCC. Product: [Br:22][C:23]1[CH:24]=[C:25]([S:29]([NH:5][CH:4]([C:6]([O:8][CH3:9])=[O:7])[CH:3]([C:10]([F:12])([F:11])[F:13])[C:2]([F:14])([F:15])[F:1])(=[O:31])=[O:30])[S:26][C:27]=1[Cl:28]. The catalyst class is: 2. (7) Reactant: CO[C:3](=[O:12])[C:4]1[CH:9]=[CH:8][CH:7]=[CH:6][C:5]=1[CH2:10]Br.[C:13]1([S:19][C:20]2[CH:27]=[CH:26][C:23]([CH2:24][NH2:25])=[CH:22][CH:21]=2)[CH:18]=[CH:17][CH:16]=[CH:15][CH:14]=1.C([O-])([O-])=O.[K+].[K+].C(OCC)(=O)C. Product: [C:13]1([S:19][C:20]2[CH:27]=[CH:26][C:23]([CH2:24][N:25]3[CH2:10][C:5]4[C:4](=[CH:9][CH:8]=[CH:7][CH:6]=4)[C:3]3=[O:12])=[CH:22][CH:21]=2)[CH:14]=[CH:15][CH:16]=[CH:17][CH:18]=1. The catalyst class is: 345. (8) Reactant: [NH:1]1[CH2:5][CH2:4][C@@H:3]([NH:6][C:7](=[O:13])[O:8][C:9]([CH3:12])([CH3:11])[CH3:10])[CH2:2]1.Cl[C:15]1[C:16]2[CH:23]=[CH:22][NH:21][C:17]=2[N:18]=[CH:19][N:20]=1.CCN(C(C)C)C(C)C. Product: [N:18]1[C:17]2[NH:21][CH:22]=[CH:23][C:16]=2[C:15]([N:1]2[CH2:5][CH2:4][C@@H:3]([NH:6][C:7](=[O:13])[O:8][C:9]([CH3:10])([CH3:12])[CH3:11])[CH2:2]2)=[N:20][CH:19]=1. The catalyst class is: 14. (9) The catalyst class is: 38. Product: [CH3:19][N:20]1[CH:24]=[C:23]([C:2]2[C:3]([NH2:18])=[N:4][C:5]([N:13]3[CH:17]=[CH:16][CH:15]=[N:14]3)=[N:6][C:7]=2[N:8]2[CH:12]=[CH:11][CH:10]=[N:9]2)[CH:22]=[N:21]1. Reactant: Br[C:2]1[C:3]([NH2:18])=[N:4][C:5]([N:13]2[CH:17]=[CH:16][CH:15]=[N:14]2)=[N:6][C:7]=1[N:8]1[CH:12]=[CH:11][CH:10]=[N:9]1.[CH3:19][N:20]1[CH:24]=[C:23](B2OC(C)(C)C(C)(C)O2)[CH:22]=[N:21]1.C(=O)([O-])[O-].[Cs+].[Cs+].C(OCC)(=O)C. (10) Reactant: [CH:1]([N:4]=[C:5]=[O:6])([CH3:3])[CH3:2].[NH2:7][C:8]([CH3:28])([CH3:27])[CH2:9][C:10]1[N:11]([CH2:24][CH2:25][CH3:26])[N:12]=[C:13]2[C:22]=1[C:21]1[CH:20]=[CH:19][CH:18]=[CH:17][C:16]=1[N:15]=[C:14]2[NH2:23]. Product: [NH2:23][C:14]1[C:13]2=[N:12][N:11]([CH2:24][CH2:25][CH3:26])[C:10]([CH2:9][C:8]([NH:7][C:5]([NH:4][CH:1]([CH3:3])[CH3:2])=[O:6])([CH3:27])[CH3:28])=[C:22]2[C:21]2[CH:20]=[CH:19][CH:18]=[CH:17][C:16]=2[N:15]=1. The catalyst class is: 4.